From a dataset of Retrosynthesis with 50K atom-mapped reactions and 10 reaction types from USPTO. Predict the reactants needed to synthesize the given product. The reactants are: CC(=O)Cl.COC(=O)c1ccccc1-c1cc(-c2ccc(OC)cc2)[nH]n1. Given the product COC(=O)c1ccccc1-c1cc(-c2ccc(OC)cc2)n(C(C)=O)n1, predict the reactants needed to synthesize it.